From a dataset of Reaction yield outcomes from USPTO patents with 853,638 reactions. Predict the reaction yield, written as a fraction of the theoretical maximum amount of product (1.0 means a 100% yield; for example, 0.34 means a 34% yield). (1) The reactants are C(O[C:5](=[O:7])[CH3:6])(=O)C.[CH3:8][N:9]1[CH2:14][CH2:13][N:12]([C:15]2[N:20]=[C:19]([NH2:21])[N:18]=[C:17]([NH:22][CH:23]3[CH2:28][CH2:27][NH:26][CH2:25][CH2:24]3)[CH:16]=2)[CH2:11][CH2:10]1.CCN(C(C)C)C(C)C. The catalyst is C(Cl)Cl. The product is [C:5]([N:26]1[CH2:27][CH2:28][CH:23]([NH:22][C:17]2[CH:16]=[C:15]([N:12]3[CH2:11][CH2:10][N:9]([CH3:8])[CH2:14][CH2:13]3)[N:20]=[C:19]([NH2:21])[N:18]=2)[CH2:24][CH2:25]1)(=[O:7])[CH3:6]. The yield is 0.280. (2) The reactants are [CH3:1][C:2]([O:5][C:6](=[O:25])[CH:7]([C:15]1[CH:20]=[CH:19][C:18]([CH3:21])=[CH:17][C:16]=1[N+:22]([O-])=O)[C:8]([O:10][C:11]([CH3:14])([CH3:13])[CH3:12])=[O:9])([CH3:4])[CH3:3]. The catalyst is C(OCC)(=O)C.[Pd]. The product is [CH3:14][C:11]([O:10][C:8](=[O:9])[CH:7]([C:15]1[CH:20]=[CH:19][C:18]([CH3:21])=[CH:17][C:16]=1[NH2:22])[C:6]([O:5][C:2]([CH3:1])([CH3:3])[CH3:4])=[O:25])([CH3:12])[CH3:13]. The yield is 1.00. (3) The reactants are [NH2:1][C:2]1[CH:3]=[C:4]([CH:21]=[CH:22][CH:23]=1)[O:5][C:6]1[N:11]=[C:10]2[S:12][C:13]([NH:15][C:16]([CH:18]3[CH2:20][CH2:19]3)=[O:17])=[N:14][C:9]2=[CH:8][CH:7]=1.[CH3:24][N:25]1[CH:29]=[CH:28][N:27]=[C:26]1[C:30](O)=[O:31].CN(C(ON1N=NC2C=CC=NC1=2)=[N+](C)C)C.F[P-](F)(F)(F)(F)F.C(N(CC)C(C)C)(C)C. The catalyst is O.CN(C)C=O. The product is [CH:18]1([C:16]([NH:15][C:13]2[S:12][C:10]3[C:9]([N:14]=2)=[CH:8][CH:7]=[C:6]([O:5][C:4]2[CH:3]=[C:2]([NH:1][C:30]([C:26]4[N:25]([CH3:24])[CH:29]=[CH:28][N:27]=4)=[O:31])[CH:23]=[CH:22][CH:21]=2)[N:11]=3)=[O:17])[CH2:20][CH2:19]1. The yield is 0.650. (4) The reactants are [F:1][C:2]1[CH:3]=[C:4]([CH:9]([CH3:15])[C:10]([O:12][CH2:13][CH3:14])=[O:11])[CH:5]=[CH:6][C:7]=1I.[CH3:16][N:17](C=O)C. The catalyst is [C-]#N.[C-]#N.[Zn+2].C1C=CC([P]([Pd]([P](C2C=CC=CC=2)(C2C=CC=CC=2)C2C=CC=CC=2)([P](C2C=CC=CC=2)(C2C=CC=CC=2)C2C=CC=CC=2)[P](C2C=CC=CC=2)(C2C=CC=CC=2)C2C=CC=CC=2)(C2C=CC=CC=2)C2C=CC=CC=2)=CC=1. The product is [C:16]([C:7]1[CH:6]=[CH:5][C:4]([CH:9]([CH3:15])[C:10]([O:12][CH2:13][CH3:14])=[O:11])=[CH:3][C:2]=1[F:1])#[N:17]. The yield is 0.660.